From a dataset of Full USPTO retrosynthesis dataset with 1.9M reactions from patents (1976-2016). Predict the reactants needed to synthesize the given product. (1) Given the product [Cl:22][C:23]([O:1][CH:2]1[CH2:3][N:4]([C:6]([O:8][C:9]([CH3:12])([CH3:11])[CH3:10])=[O:7])[CH2:5]1)=[O:25], predict the reactants needed to synthesize it. The reactants are: [OH:1][CH:2]1[CH2:5][N:4]([C:6]([O:8][C:9]([CH3:12])([CH3:11])[CH3:10])=[O:7])[CH2:3]1.CCN(C(C)C)C(C)C.[Cl:22][C:23](Cl)([O:25]C(=O)OC(Cl)(Cl)Cl)Cl. (2) Given the product [Cl:18][C:4]1[C:5]([O:6][CH2:7][O:8][CH2:9][CH2:10][Si:11]([CH3:14])([CH3:13])[CH3:12])=[CH:15][C:16]([CH3:17])=[C:2]([B:27]([OH:29])[OH:28])[CH:3]=1, predict the reactants needed to synthesize it. The reactants are: Br[C:2]1[C:16]([CH3:17])=[CH:15][C:5]([O:6][CH2:7][O:8][CH2:9][CH2:10][Si:11]([CH3:14])([CH3:13])[CH3:12])=[C:4]([Cl:18])[CH:3]=1.COC1C(OCOCC[Si](C)(C)C)=CC(C)=C([B:27]([OH:29])[OH:28])C=1.